Predict the reaction yield, written as a fraction of the theoretical maximum amount of product (1.0 means a 100% yield; for example, 0.34 means a 34% yield). From a dataset of Reaction yield outcomes from USPTO patents with 853,638 reactions. The reactants are [CH:1]1([C:6]([C:11]2[CH:16]=[CH:15][CH:14]=[CH:13][CH:12]=2)([OH:10])[C:7]([OH:9])=[O:8])[CH2:5][CH2:4][CH2:3][CH2:2]1.[C:17](=O)([O-])[O-].[K+].[K+].CI.O. The catalyst is CN(C=O)C.C(Cl)Cl. The product is [CH:1]1([C:6]([C:11]2[CH:16]=[CH:15][CH:14]=[CH:13][CH:12]=2)([OH:10])[C:7]([O:9][CH3:17])=[O:8])[CH2:5][CH2:4][CH2:3][CH2:2]1. The yield is 0.640.